The task is: Predict the product of the given reaction.. This data is from Forward reaction prediction with 1.9M reactions from USPTO patents (1976-2016). (1) Given the reactants [NH2:1][C:2]1[C:7]([N+:8]([O-])=O)=[CH:6][CH:5]=[CH:4][C:3]=1[OH:11].[N+](C1C=C(S(O[CH2:25][C@H:26]2[O:28][CH2:27]2)(=O)=O)C=CC=1)([O-])=O.[C:29](=O)([O-])[O-:30].[K+].[K+], predict the reaction product. The product is: [O:28]1[CH2:27][C@H:26]1[CH2:25][O:11][C:3]1[C:2]2[NH:1][C:29](=[O:30])[NH:8][C:7]=2[CH:6]=[CH:5][CH:4]=1. (2) Given the reactants [NH2:1][C:2]1[CH:11]=[C:10]2[C:5]([C:6]([NH:12][C:13]3[CH:18]=[CH:17][CH:16]=[C:15]([Br:19])[CH:14]=3)=[N:7][CH:8]=[N:9]2)=[CH:4][CH:3]=1.[C:20](Cl)(=[O:24])/[CH:21]=[CH:22]/[CH3:23], predict the reaction product. The product is: [Br:19][C:15]1[CH:14]=[C:13]([NH:12][C:6]2[C:5]3[C:10](=[CH:11][C:2]([NH:1][C:20](=[O:24])[CH:21]=[CH:22][CH3:23])=[CH:3][CH:4]=3)[N:9]=[CH:8][N:7]=2)[CH:18]=[CH:17][CH:16]=1. (3) Given the reactants [CH2:1]([O:8][C:9]1[CH:17]=[C:16]2[C:12]([CH:13]=[N:14][N:15]2[CH2:18][CH:19]([OH:21])[CH3:20])=[CH:11][CH:10]=1)[C:2]1[CH:7]=[CH:6][CH:5]=[CH:4][CH:3]=1.N1C=CN=C1.[C:27]([Si:31](Cl)([CH3:33])[CH3:32])([CH3:30])([CH3:29])[CH3:28].C([O-])(=O)C.[NH4+], predict the reaction product. The product is: [CH2:1]([O:8][C:9]1[CH:17]=[C:16]2[C:12]([CH:13]=[N:14][N:15]2[CH2:18][CH:19]([O:21][Si:31]([C:27]([CH3:30])([CH3:29])[CH3:28])([CH3:33])[CH3:32])[CH3:20])=[CH:11][CH:10]=1)[C:2]1[CH:3]=[CH:4][CH:5]=[CH:6][CH:7]=1.